Dataset: Reaction yield outcomes from USPTO patents with 853,638 reactions. Task: Predict the reaction yield, written as a fraction of the theoretical maximum amount of product (1.0 means a 100% yield; for example, 0.34 means a 34% yield). (1) The reactants are Cl.[F:2][C:3]1[CH:17]=[CH:16][C:6]2[C:7]([CH:10]3[CH2:15][CH2:14][NH:13][CH2:12][CH2:11]3)=[N:8][O:9][C:5]=2[CH:4]=1.Cl[CH2:19][CH2:20][CH2:21][O:22][C:23]1[CH:28]=[CH:27][C:26]([CH:29]([C:30]([CH:29]([C:26]2[CH:27]=[CH:28][C:23]([O:22][CH2:21][CH2:20][CH2:19]Cl)=[C:24]([O:48][CH3:49])[CH:25]=2)C)=O)[CH3:30])=[CH:25][C:24]=1[O:48][CH3:49].C(=O)([O-])[O-:51].[Na+].[Na+]. The catalyst is O. The product is [CH3:30][C:29]([C:26]1[CH:27]=[CH:28][C:23]([O:22][CH2:21][CH2:20][CH2:19][N:13]2[CH2:12][CH2:11][CH:10]([C:7]3[C:6]4[CH:16]=[CH:17][C:3]([F:2])=[CH:4][C:5]=4[O:9][N:8]=3)[CH2:15][CH2:14]2)=[C:24]([O:48][CH3:49])[CH:25]=1)=[O:51]. The yield is 0.885. (2) The reactants are Br[C:2]1[CH:7]=[C:6]([CH:8]([CH3:10])[CH3:9])[CH:5]=[C:4]([CH:11]([CH3:13])[CH3:12])[CH:3]=1.[CH3:14][C:15]1([CH3:31])[C:19]([CH3:21])([CH3:20])[O:18][B:17]([B:17]2[O:18][C:19]([CH3:21])([CH3:20])[C:15]([CH3:31])([CH3:14])[O:16]2)[O:16]1.C([O-])(=O)C.[K+].C(Cl)Cl. The catalyst is O1CCOCC1.C1C=CC(P(C2C=CC=CC=2)[C-]2C=CC=C2)=CC=1.C1C=CC(P(C2C=CC=CC=2)[C-]2C=CC=C2)=CC=1.Cl[Pd]Cl.[Fe+2]. The product is [CH:11]([C:4]1[CH:3]=[C:2]([B:17]2[O:18][C:19]([CH3:21])([CH3:20])[C:15]([CH3:31])([CH3:14])[O:16]2)[CH:7]=[C:6]([CH:8]([CH3:10])[CH3:9])[CH:5]=1)([CH3:13])[CH3:12]. The yield is 0.860. (3) The product is [CH2:16]([N:3]1[C:2](=[O:1])[C:11]([C:12]#[N:13])=[C:10]2[C:5]([C:6](=[O:14])[CH2:7][CH2:8][CH2:9]2)=[CH:4]1)[CH2:17][CH2:18][CH3:19]. The yield is 0.610. The catalyst is CN(C=O)C. The reactants are [O:1]=[C:2]1[C:11]([C:12]#[N:13])=[C:10]2[C:5]([C:6](=[O:14])[CH2:7][CH2:8][CH2:9]2)=[CH:4][NH:3]1.I[CH2:16][CH2:17][CH2:18][CH3:19].[H-].[Na+].Cl. (4) The reactants are [CH3:3][C:4]1([CH3:5])[C:5](=[O:6])[C:4]([CH3:7])([CH3:7])[C:3]1=[O:6].C(=O)([O-])[O-].[K+].[K+].[OH:17][CH2:18][CH2:19][O:20][C:21](=[O:30])[C:22]([CH3:29])([CH3:28])[C:23](=[O:27])[CH:24]([CH3:26])[CH3:25].C(Cl)(=O)C(C)=C. The catalyst is CN(C1C=CN=CC=1)C.O.C(N(CC)CC)C.CN(C)C(=O)C.C(O)CO. The product is [CH3:29][C:22]([CH3:28])([C:23](=[O:27])[CH:24]([CH3:25])[CH3:26])[C:21]([O:20][CH2:19][CH2:18][O:17][C:5](=[O:6])[C:4]([CH3:7])=[CH2:3])=[O:30]. The yield is 0.930. (5) The reactants are C[O:2][C:3](=[O:38])[C@H:4]([CH2:28][NH:29][C:30](=[O:37])[C:31]1[CH:36]=[CH:35][CH:34]=[CH:33][CH:32]=1)[NH:5][C:6](=[O:27])[C:7]1[CH:12]=[CH:11][C:10]([C:13]([NH:15][CH2:16][C:17]2[CH:25]=[CH:24][CH:23]=[C:22]3[C:18]=2[CH:19]=[CH:20][NH:21]3)=[O:14])=[CH:9][C:8]=1[Cl:26].O.[OH-].[Li+]. The catalyst is O1CCCC1.CO.O. The product is [C:30]([NH:29][CH2:28][C@@H:4]([C:3]([OH:38])=[O:2])[NH:5][C:6](=[O:27])[C:7]1[CH:12]=[CH:11][C:10]([C:13]([NH:15][CH2:16][C:17]2[CH:25]=[CH:24][CH:23]=[C:22]3[C:18]=2[CH:19]=[CH:20][NH:21]3)=[O:14])=[CH:9][C:8]=1[Cl:26])(=[O:37])[C:31]1[CH:36]=[CH:35][CH:34]=[CH:33][CH:32]=1. The yield is 0.750. (6) The reactants are C([O:8][C:9]1[C:31]([O:32][CH3:33])=[CH:30][C:12]2[C:13]3[N:18]([CH:19]([CH:21]([CH3:23])[CH3:22])[CH2:20][C:11]=2[CH:10]=1)[CH:17]=[C:16]([C:24]([O:26][CH2:27][CH3:28])=[O:25])[C:15](=[O:29])[CH:14]=3)C1C=CC=CC=1. The catalyst is C(O)C.[Pd]. The product is [OH:8][C:9]1[C:31]([O:32][CH3:33])=[CH:30][C:12]2[C:13]3[N:18]([CH:19]([CH:21]([CH3:23])[CH3:22])[CH2:20][C:11]=2[CH:10]=1)[CH:17]=[C:16]([C:24]([O:26][CH2:27][CH3:28])=[O:25])[C:15](=[O:29])[CH:14]=3. The yield is 0.990. (7) The reactants are [N+:1]([C:4]1[CH:5]=[CH:6][C:7]2[O:11][C:10](=[S:12])[NH:9][C:8]=2[CH:13]=1)([O-:3])=[O:2].C(N(CC)CC)C.Br[CH2:22][C:23]1[CH:28]=[CH:27][C:26]([Cl:29])=[CH:25][CH:24]=1. The catalyst is C(Cl)(Cl)Cl.C(OCC)(=O)C. The product is [Cl:29][C:26]1[CH:27]=[CH:28][C:23]([CH2:22][S:12][C:10]2[O:11][C:7]3[CH:6]=[CH:5][C:4]([N+:1]([O-:3])=[O:2])=[CH:13][C:8]=3[N:9]=2)=[CH:24][CH:25]=1. The yield is 0.780. (8) The catalyst is C(Cl)Cl. The product is [NH:6]([C:13]1[N:18]=[C:17]([CH2:19][N:20]2[CH2:21][CH2:22][O:23][CH2:2][C:3]2=[O:4])[CH:16]=[CH:15][N:14]=1)[C:7]1[CH:8]=[CH:9][CH:10]=[CH:11][CH:12]=1. The yield is 0.700. The reactants are Cl[CH2:2][C:3](Cl)=[O:4].[NH:6]([C:13]1[N:18]=[C:17]([CH2:19][NH:20][CH2:21][CH2:22][OH:23])[CH:16]=[CH:15][N:14]=1)[C:7]1[CH:12]=[CH:11][CH:10]=[CH:9][CH:8]=1.C(N(CC)CC)C.[Br-].[Na+]. (9) The reactants are [C:1]1([CH3:12])[CH:6]=[C:5]([CH3:7])[CH:4]=[C:3]([CH3:8])[C:2]=1[CH2:9][CH2:10][OH:11].C(OI1(OC(=O)C)(OC(=O)C)C2C=CC=CC=2C(=O)O1)(=O)C. The catalyst is C(Cl)Cl. The product is [C:3]1([CH3:8])[CH:4]=[C:5]([CH3:7])[CH:6]=[C:1]([CH3:12])[C:2]=1[CH2:9][CH:10]=[O:11]. The yield is 0.710. (10) The reactants are Cl[C:2]1[N:7]=[C:6]([C:8]2[S:12][C:11]([CH:13]([CH3:15])[CH3:14])=[N:10][C:9]=2[C:16]2[CH:17]=[C:18]([NH:22][S:23]([C:26]3[C:31]([F:32])=[CH:30][CH:29]=[CH:28][C:27]=3[F:33])(=[O:25])=[O:24])[CH:19]=[CH:20][CH:21]=2)[CH:5]=[CH:4][N:3]=1.[N:34]1([C:40]2[N:45]=[CH:44][C:43]([NH2:46])=[CH:42][CH:41]=2)[CH2:39][CH2:38][O:37][CH2:36][CH2:35]1. The catalyst is C(O)CCC.CO. The product is [F:33][C:27]1[CH:28]=[CH:29][CH:30]=[C:31]([F:32])[C:26]=1[S:23]([NH:22][C:18]1[CH:19]=[CH:20][CH:21]=[C:16]([C:9]2[N:10]=[C:11]([CH:13]([CH3:15])[CH3:14])[S:12][C:8]=2[C:6]2[CH:5]=[CH:4][N:3]=[C:2]([NH:46][C:43]3[CH:44]=[N:45][C:40]([N:34]4[CH2:35][CH2:36][O:37][CH2:38][CH2:39]4)=[CH:41][CH:42]=3)[N:7]=2)[CH:17]=1)(=[O:25])=[O:24]. The yield is 0.720.